The task is: Predict which catalyst facilitates the given reaction.. This data is from Catalyst prediction with 721,799 reactions and 888 catalyst types from USPTO. Reactant: [N:1]1[CH:6]=[CH:5][C:4](=[O:7])[NH:3][CH:2]=1.[Cl:8]Cl. Product: [Cl-:8].[Cl:8][C:5]1[C:4](=[O:7])[NH2+:3][CH:2]=[N:1][CH:6]=1. The catalyst class is: 15.